From a dataset of Experimentally validated miRNA-target interactions with 360,000+ pairs, plus equal number of negative samples. Binary Classification. Given a miRNA mature sequence and a target amino acid sequence, predict their likelihood of interaction. (1) The miRNA is hsa-miR-548at-3p with sequence CAAAACCGCAGUAACUUUUGU. The protein sequence of the target gene is MAGGPGPGEPVVPGAQHFLYEVPPWVMCRFYKVMDALEPADWCQFAALIVRDQTELRLCERSEQRTASVLWPWINRNARVADLVHILTHLQLLRARDIITAWHPPAPVVPPSTAAPRPSSISAGSEAGDWSPRKLQSSASTFLSPAFPGSQTHSESELLQVPLPVSLGPPLPSSAPSSTKSSPESPVSGLQRAHPSPFCWPFCEISQGTCNFSEELRIGEGGFGCVYRAVMRNTTYAVKRLKEEADLEWTMVKQSFLTEVEQLSRFRHPNIVDFAGYCAESGLYCLVYGFLPNGSLEDQL.... Result: 0 (no interaction). (2) The miRNA is hsa-let-7i-5p with sequence UGAGGUAGUAGUUUGUGCUGUU. Result: 1 (interaction). The protein sequence of the target gene is MALKQEMAKSLLKTASLSGRTKLLHQTGLSLYSTSHGFYEEEVKKTLQQFPGGSIDLQKEDNGIGILTLNNPSRMNAFSGVMMLQLLEKVIELENWTEGKGLIVRGAKNTFSSGSDLNAVKSLGTPEDGMAVCMFMQNTLTRFMRLPLISVALVQGWALGGGAEFTTACDFRLMTPESKIRFVHKEMGIIPSWGGTTRLVEIIGSRQALKVLSGALKLDSKNALNIGMVEEVLQSSDETKSLEEAQEWLKQFIQGPPEVIRALKKSVCSGRELYLEEALQNERDLLGTVWGGPANLEAIA....